This data is from Forward reaction prediction with 1.9M reactions from USPTO patents (1976-2016). The task is: Predict the product of the given reaction. Given the reactants [NH2:1][C@@H:2]1[CH2:6][CH2:5][N:4]([C:7]([O:9][C:10]([CH3:13])([CH3:12])[CH3:11])=[O:8])[CH2:3]1.Br[CH2:15][C:16]([NH2:18])=[O:17].C(=O)([O-])[O-].[K+].[K+], predict the reaction product. The product is: [C:10]([O:9][C:7]([N:4]1[CH2:5][CH2:6][CH:2]([NH:1][CH2:15][C:16](=[O:17])[NH2:18])[CH2:3]1)=[O:8])([CH3:13])([CH3:12])[CH3:11].